Dataset: Forward reaction prediction with 1.9M reactions from USPTO patents (1976-2016). Task: Predict the product of the given reaction. (1) Given the reactants [Si]([O:8][C@@H:9]1[C@H:13]([O:14][Si](C(C)(C)C)(C)C)[C@@H:12]([CH2:22][O:23][Si](C(C)(C)C)(C)C)[O:11][C@H:10]1[N:31]1[C:40]2[N:39]=[CH:38][N:37]=[C:35]([NH2:36])[C:34]=2[N:33]=[C:32]1[NH:41][CH2:42][C:43]1[CH:48]=[CH:47][C:46]([C:49]2[CH:54]=[CH:53][CH:52]=[CH:51][C:50]=2[OH:55])=[CH:45][CH:44]=1)(C(C)(C)C)(C)C.C(=O)([O-])[O-].[K+].[K+].Br[CH2:63][C:64]([O:66][CH3:67])=[O:65], predict the reaction product. The product is: [CH3:67][O:66][C:64]([CH2:63][O:55][C:50]1[CH:51]=[CH:52][CH:53]=[CH:54][C:49]=1[C:46]1[CH:45]=[CH:44][C:43]([CH2:42][NH:41][C:32]2[N:31]([C:40]3[N:39]=[CH:38][N:37]=[C:35]([NH2:36])[C:34]=3[N:33]=2)[C@@H:10]2[O:11][C@H:12]([CH2:22][OH:23])[C@@H:13]([OH:14])[C@H:9]2[OH:8])=[CH:48][CH:47]=1)=[O:65]. (2) Given the reactants CN(C)/[CH:3]=[CH:4]/[C:5]1[CH:12]=[N:11][CH:10]=[CH:9][C:6]=1[C:7]#[N:8].Br.C([OH:17])C, predict the reaction product. The product is: [C:7]1(=[O:17])[C:6]2[C:5](=[CH:12][N:11]=[CH:10][CH:9]=2)[CH:4]=[CH:3][NH:8]1. (3) Given the reactants [CH:1]1([Mg]Br)[CH2:5][CH2:4][CH2:3][CH2:2]1.[Cl:8][C:9]1[CH:14]=[CH:13][C:12]([C:15]2[N:16]=[C:17]([C:20](N(OC)C)=[O:21])[S:18][CH:19]=2)=[CH:11][CH:10]=1, predict the reaction product. The product is: [Cl:8][C:9]1[CH:10]=[CH:11][C:12]([C:15]2[N:16]=[C:17]([C:20]([CH:1]3[CH2:5][CH2:4][CH2:3][CH2:2]3)=[O:21])[S:18][CH:19]=2)=[CH:13][CH:14]=1. (4) Given the reactants [Cl:1][C:2]1[CH:3]=[C:4](/[CH:9]=[CH:10]/[C:11]([N:13]2[CH2:19][CH2:18][C:17](=[O:20])[NH:16][CH2:15][CH2:14]2)=[O:12])[CH:5]=[CH:6][C:7]=1[Cl:8].Br[CH2:22][CH2:23][C:24]([N:26]([O:28][CH3:29])[CH3:27])=[O:25].[H-].[Na+].OS([O-])(=O)=O.[K+], predict the reaction product. The product is: [Cl:1][C:2]1[CH:3]=[C:4](/[CH:9]=[CH:10]/[C:11]([N:13]2[CH2:19][CH2:18][C:17](=[O:20])[N:16]([CH2:22][CH2:23][C:24]([N:26]([O:28][CH3:29])[CH3:27])=[O:25])[CH2:15][CH2:14]2)=[O:12])[CH:5]=[CH:6][C:7]=1[Cl:8]. (5) The product is: [C:49]([O:53][C:54]([N:56]1[CH2:57][CH2:58][CH:59]([N:64]([CH2:72][C:73]2[CH:78]=[C:77]([C:79]([F:80])([F:82])[F:81])[CH:76]=[C:75]([C:83]([F:84])([F:86])[F:85])[CH:74]=2)[C:65]2[N:70]=[CH:69][C:68]([Br:71])=[CH:67][N:66]=2)[CH2:60][CH:61]1[CH2:62][CH2:63][CH2:24][C:25]1[CH:30]=[CH:29][CH:28]=[CH:27][CH:26]=1)=[O:55])([CH3:52])([CH3:50])[CH3:51]. Given the reactants C(OC(N1C(CC)CC(NC2N=CC(Br)=CN=2)CC1[CH2:24][C:25]1[CH:30]=[CH:29][CH:28]=[CH:27][CH:26]=1)=O)(C)(C)C.[H-].[Na+].FC(F)(F)C1C=C(C=C(C(F)(F)F)C=1)CBr.[C:49]([O:53][C:54]([N:56]1[CH:61]([CH2:62][CH3:63])[CH2:60][CH:59]([N:64]([CH2:72][C:73]2[CH:78]=[C:77]([C:79]([F:82])([F:81])[F:80])[CH:76]=[C:75]([C:83]([F:86])([F:85])[F:84])[CH:74]=2)[C:65]2[N:70]=[CH:69][C:68]([Br:71])=[CH:67][N:66]=2)[CH2:58][CH:57]1CC1C=CC=CC=1)=[O:55])([CH3:52])([CH3:51])[CH3:50], predict the reaction product.